From a dataset of Peptide-MHC class I binding affinity with 185,985 pairs from IEDB/IMGT. Regression. Given a peptide amino acid sequence and an MHC pseudo amino acid sequence, predict their binding affinity value. This is MHC class I binding data. The peptide sequence is RIVTVTTKDY. The MHC is HLA-A68:01 with pseudo-sequence HLA-A68:01. The binding affinity (normalized) is 0.321.